The task is: Predict the reactants needed to synthesize the given product.. This data is from Full USPTO retrosynthesis dataset with 1.9M reactions from patents (1976-2016). (1) Given the product [Br:23][C:20]1[CH:21]=[CH:22][C:17]([O:13][C:9]2[CH:10]=[CH:11][CH:12]=[C:7]([F:6])[CH:8]=2)=[N:18][CH:19]=1, predict the reactants needed to synthesize it. The reactants are: CN(C)C=O.[F:6][C:7]1[CH:8]=[C:9]([OH:13])[CH:10]=[CH:11][CH:12]=1.[H-].[Na+].Br[C:17]1[CH:22]=[CH:21][C:20]([Br:23])=[CH:19][N:18]=1. (2) Given the product [Br:15][C:9]1[C:8]([O:16][CH3:17])=[C:3]([C:4]([O:6][CH3:7])=[O:5])[C:2]2[N:1]=[CH:18][C:19](=[O:20])[NH:12][C:11]=2[CH:10]=1, predict the reactants needed to synthesize it. The reactants are: [NH2:1][C:2]1[C:11]([N+:12]([O-])=O)=[CH:10][C:9]([Br:15])=[C:8]([O:16][CH3:17])[C:3]=1[C:4]([O:6][CH3:7])=[O:5].[C:18](OCC)(=O)[CH:19]=[O:20].